From a dataset of Full USPTO retrosynthesis dataset with 1.9M reactions from patents (1976-2016). Predict the reactants needed to synthesize the given product. (1) Given the product [ClH:12].[F:13][C:14]1[CH:19]=[CH:18][C:17]([C:20]2[C:21]([N:26]3[CH2:27][CH2:28][N:29]([CH2:32][CH2:33][N:34]([CH3:35])[S:9]([C:6]4[CH:7]=[CH:8][C:3]([O:2][CH3:1])=[CH:4][CH:5]=4)(=[O:11])=[O:10])[CH2:30][CH2:31]3)=[N:22][CH:23]=[CH:24][N:25]=2)=[CH:16][CH:15]=1, predict the reactants needed to synthesize it. The reactants are: [CH3:1][O:2][C:3]1[CH:8]=[CH:7][C:6]([S:9]([Cl:12])(=[O:11])=[O:10])=[CH:5][CH:4]=1.[F:13][C:14]1[CH:19]=[CH:18][C:17]([C:20]2[C:21]([N:26]3[CH2:31][CH2:30][N:29]([CH2:32][CH2:33][NH:34][CH3:35])[CH2:28][CH2:27]3)=[N:22][CH:23]=[CH:24][N:25]=2)=[CH:16][CH:15]=1.N1CCOCC1. (2) Given the product [C:60]([O:64][C:23](=[O:56])[NH:20][C:38]1[CH:37]=[C:36]([CH:35]([S:32]([C:29]2[CH:28]=[CH:27][C:26]([Cl:25])=[CH:31][CH:30]=2)(=[O:34])=[O:33])[C:46]2[CH:51]=[C:50]([F:52])[CH:49]=[CH:48][C:47]=2[F:53])[C:41]([CH3:42])=[CH:40][N:39]=1)([CH3:63])([CH3:62])[CH3:61], predict the reactants needed to synthesize it. The reactants are: C1(P(N=[N+]=[N-])(C2C=CC=CC=2)=O)C=CC=CC=1.C([N:20]([CH2:23]C)CC)C.[Cl:25][C:26]1[CH:31]=[CH:30][C:29]([S:32]([CH:35]([C:46]2[CH:51]=[C:50]([F:52])[CH:49]=[CH:48][C:47]=2[F:53])[C:36]2[C:41]([CH3:42])=[CH:40][N:39]=[C:38](C(O)=O)[CH:37]=2)(=[O:34])=[O:33])=[CH:28][CH:27]=1.C(OCC)(=[O:56])C.[C:60]([OH:64])([CH3:63])([CH3:62])[CH3:61]. (3) The reactants are: [CH:1]1([N:4]2[C:8]([C:9]3[CH:10]=[C:11]4[N:20]([CH3:21])[CH:19]=[CH:18][C:12]4=[N:13][C:14]=3[C@@H:15]([NH2:17])[CH3:16])=[CH:7][CH:6]=[N:5]2)[CH2:3][CH2:2]1.Cl[C:23]1[N:31]=[C:30]([NH2:32])[N:29]=[C:28]2[C:24]=1[N:25]=[CH:26][NH:27]2.C(N(C(C)C)C(C)C)C. Given the product [CH:1]1([N:4]2[C:8]([C:9]3[CH:10]=[C:11]4[N:20]([CH3:21])[CH:19]=[CH:18][C:12]4=[N:13][C:14]=3[C@@H:15]([NH:17][C:23]3[N:31]=[C:30]([NH2:32])[N:29]=[C:28]4[C:24]=3[N:25]=[CH:26][NH:27]4)[CH3:16])=[CH:7][CH:6]=[N:5]2)[CH2:2][CH2:3]1, predict the reactants needed to synthesize it. (4) Given the product [C:1]1(/[CH:7]=[CH:8]\[C:9]([N:11]2[CH2:16][CH2:15][N:14]([C:17]3[CH:22]=[CH:21][CH:20]=[CH:19][C:18]=3[CH3:23])[CH2:13][CH2:12]2)=[O:10])[CH:2]=[CH:3][CH:4]=[CH:5][CH:6]=1, predict the reactants needed to synthesize it. The reactants are: [C:1]1([C:7]#[C:8][C:9]([N:11]2[CH2:16][CH2:15][N:14]([C:17]3[CH:22]=[CH:21][CH:20]=[CH:19][C:18]=3[CH3:23])[CH2:13][CH2:12]2)=[O:10])[CH:6]=[CH:5][CH:4]=[CH:3][CH:2]=1.N1C2C(=CC=CC=2)C=CC=1. (5) Given the product [F:41][C:42]1[CH:50]=[CH:49][C:45]([C:46]([NH:48][C:14]([CH:11]2[CH2:10][CH2:9][N:8]([C:6]([O:5][C:1]([CH3:2])([CH3:3])[CH3:4])=[O:7])[CH2:13][CH2:12]2)=[O:16])=[S:47])=[CH:44][CH:43]=1, predict the reactants needed to synthesize it. The reactants are: [C:1]([O:5][C:6]([N:8]1[CH2:13][CH2:12][CH:11]([C:14]([OH:16])=O)[CH2:10][CH2:9]1)=[O:7])([CH3:4])([CH3:3])[CH3:2].CN(C(ON1N=NC2C=CC=NC1=2)=[N+](C)C)C.F[P-](F)(F)(F)(F)F.[F:41][C:42]1[CH:50]=[CH:49][C:45]([C:46]([NH2:48])=[S:47])=[CH:44][CH:43]=1.CCN(C(C)C)C(C)C. (6) Given the product [CH:42]1([CH2:45][O:46][C:47]2[CH:55]=[CH:54][C:50]3[O:51][CH2:52][O:53][C:49]=3[C:48]=2[C:56]2[C:57]3[NH:64][CH:63]=[C:62]([C:65]([NH:1][C@H:2]([CH2:32][C:33]4[C:41]5[C:36](=[CH:37][CH:38]=[CH:39][CH:40]=5)[NH:35][CH:34]=4)[C:3]([N:5]4[CH2:6][CH2:7][CH:8]([N:11]5[N:20]=[C:19]([C:21]6[CH:26]=[CH:25][C:24]([O:27][CH3:28])=[C:23]([O:29][CH3:30])[CH:22]=6)[C@@H:18]6[C@@H:13]([CH2:14][CH2:15][CH2:16][CH2:17]6)[C:12]5=[O:31])[CH2:9][CH2:10]4)=[O:4])=[O:66])[C:58]=3[N:59]=[CH:60][N:61]=2)[CH2:43][CH2:44]1, predict the reactants needed to synthesize it. The reactants are: [NH2:1][C@H:2]([CH2:32][C:33]1[C:41]2[C:36](=[CH:37][CH:38]=[CH:39][CH:40]=2)[NH:35][CH:34]=1)[C:3]([N:5]1[CH2:10][CH2:9][CH:8]([N:11]2[N:20]=[C:19]([C:21]3[CH:26]=[CH:25][C:24]([O:27][CH3:28])=[C:23]([O:29][CH3:30])[CH:22]=3)[C@H:18]3[C@H:13]([CH2:14][CH2:15][CH2:16][CH2:17]3)[C:12]2=[O:31])[CH2:7][CH2:6]1)=[O:4].[CH:42]1([CH2:45][O:46][C:47]2[CH:55]=[CH:54][C:50]3[O:51][CH2:52][O:53][C:49]=3[C:48]=2[C:56]2[C:57]3[NH:64][CH:63]=[C:62]([C:65](O)=[O:66])[C:58]=3[N:59]=[CH:60][N:61]=2)[CH2:44][CH2:43]1.C(Cl)CCl.C1C=CC2N(O)N=NC=2C=1. (7) Given the product [CH3:19][O:18][C@@H:5]([CH2:6][C:7]1[CH:8]=[CH:9][C:10]([O:13][CH2:14][CH2:15][CH2:16][O:21][C:22]2[CH:27]=[CH:26][C:25]([NH:28][C:29](=[O:37])[C:30]3[CH:35]=[CH:34][CH:33]=[C:32]([CH3:36])[CH:31]=3)=[CH:24][CH:23]=2)=[CH:11][CH:12]=1)[C:4]([OH:3])=[O:20], predict the reactants needed to synthesize it. The reactants are: C([O:3][C:4](=[O:20])[C@@H:5]([O:18][CH3:19])[CH2:6][C:7]1[CH:12]=[CH:11][C:10]([O:13][CH2:14][CH2:15][CH2:16]Br)=[CH:9][CH:8]=1)C.[OH:21][C:22]1[CH:27]=[CH:26][C:25]([NH:28][C:29](=[O:37])[C:30]2[CH:35]=[CH:34][CH:33]=[C:32]([CH3:36])[CH:31]=2)=[CH:24][CH:23]=1.[OH-].[Na+].